This data is from Forward reaction prediction with 1.9M reactions from USPTO patents (1976-2016). The task is: Predict the product of the given reaction. (1) Given the reactants CC1(C)C=C(C)C2C(=CC=C(O[S:14](C(F)(F)F)(=O)=O)C=2)N1.[CH2:22]([S:25][CH2:26][C:27]1[C:36]2[C:31](=[CH:32][CH:33]=[C:34]([C:37]3[CH:42]=[C:41](OC)C=C[C:38]=3OC)[CH:35]=2)[NH:30][C:29]([CH3:48])([CH3:47])[CH:28]=1)[CH:23]=[CH2:24].C(S)C=C, predict the reaction product. The product is: [CH2:22]([S:25][CH2:26][C:27]1[C:36]2[C:31](=[CH:32][CH:33]=[C:34]([C:37]3[CH:42]=[CH:41][S:14][CH:38]=3)[CH:35]=2)[NH:30][C:29]([CH3:48])([CH3:47])[CH:28]=1)[CH:23]=[CH2:24]. (2) Given the reactants C([NH:4][C@@H:5]1[C@@H:11]([OH:12])[C@H:10]([OH:13])[C@@H:9]([CH2:14][OH:15])[O:8][CH:6]1[OH:7])(=O)C.Cl.OC1O[C@H](CO)[C@@H](O)[C@H](O)[C@H]1N, predict the reaction product. The product is: [OH:7][CH:6]1[O:8][C@H:9]([CH2:14][OH:15])[C@@H:10]([OH:13])[C@H:11]([OH:12])[C@H:5]1[NH2:4]. (3) Given the reactants Cl.Cl.[O:3]1[C:8]2=[CH:9][CH:10]=[CH:11][C:7]2=[CH:6][C:5]([CH:12]2[CH2:17][CH2:16][CH2:15][CH2:14][N:13]2[CH2:18][CH2:19][C@H:20]2[CH2:25][CH2:24][C@H:23]([NH2:26])[CH2:22][CH2:21]2)=[CH:4]1.C(N(CC)CC)C.[CH3:34][S:35](Cl)(=[O:37])=[O:36], predict the reaction product. The product is: [O:3]1[C:8]2=[CH:9][CH:10]=[CH:11][C:7]2=[CH:6][C:5]([CH:12]2[CH2:17][CH2:16][CH2:15][CH2:14][N:13]2[CH2:18][CH2:19][C@H:20]2[CH2:21][CH2:22][C@H:23]([NH:26][S:35]([CH3:34])(=[O:37])=[O:36])[CH2:24][CH2:25]2)=[CH:4]1.